Dataset: Retrosynthesis with 50K atom-mapped reactions and 10 reaction types from USPTO. Task: Predict the reactants needed to synthesize the given product. (1) Given the product CC(C)(O)C#Cc1ccc(C(=O)NS(=O)(=O)c2ccccc2S(N)(=O)=O)cc1, predict the reactants needed to synthesize it. The reactants are: C#CC(C)(C)O.NS(=O)(=O)c1ccccc1S(=O)(=O)NC(=O)c1ccc(Br)cc1. (2) Given the product C=CC[C@H]1CN(C(=O)C2Cc3ccc(Cl)cc3CN2C(=O)OC(C)(C)C)C[C@@]1(N=[N+]=[N-])C(=O)OCC(=O)c1ccccc1, predict the reactants needed to synthesize it. The reactants are: C=CC[C@H]1CNC[C@@]1(N=[N+]=[N-])C(=O)OCC(=O)c1ccccc1.CC(C)(C)OC(=O)N1Cc2cc(Cl)ccc2CC1C(=O)O. (3) The reactants are: COC(=O)c1nc(N2CCN(c3ncccc3C(F)(F)F)CC2)n(COCC[Si](C)(C)C)c1-c1ccc(C(F)(F)F)cc1. Given the product C[Si](C)(C)CCOCn1c(N2CCN(c3ncccc3C(F)(F)F)CC2)nc(C(=O)O)c1-c1ccc(C(F)(F)F)cc1, predict the reactants needed to synthesize it.